The task is: Predict the product of the given reaction.. This data is from Forward reaction prediction with 1.9M reactions from USPTO patents (1976-2016). The product is: [Cl:1][C:2]1[C:14]([Cl:15])=[CH:13][CH:12]=[C:11]2[C:3]=1[C:4]1[CH2:5][CH2:6][CH:7]([CH3:28])[C:8](=[O:26])[C:9]=1[N:10]2[S:16]([C:19]1[CH:20]=[CH:21][C:22]([CH3:23])=[CH:24][CH:25]=1)(=[O:18])=[O:17]. Given the reactants [Cl:1][C:2]1[C:14]([Cl:15])=[CH:13][CH:12]=[C:11]2[C:3]=1[C:4]1[CH2:5][CH2:6][CH2:7][C:8](=[O:26])[C:9]=1[N:10]2[S:16]([C:19]1[CH:25]=[CH:24][C:22]([CH3:23])=[CH:21][CH:20]=1)(=[O:18])=[O:17].[Li+].[CH3:28][Si]([N-][Si](C)(C)C)(C)C.CI, predict the reaction product.